This data is from Forward reaction prediction with 1.9M reactions from USPTO patents (1976-2016). The task is: Predict the product of the given reaction. (1) Given the reactants Cl[C:2]1[CH:7]=[C:6]([O:8][CH2:9][CH3:10])[N:5]=[C:4]([S:11][CH3:12])[N:3]=1.[C:13]([C:16]1[S:20][C:19](B(O)O)=[CH:18][CH:17]=1)(=[O:15])[CH3:14].C(=O)([O-])[O-].[K+].[K+].O, predict the reaction product. The product is: [CH2:9]([O:8][C:6]1[N:5]=[C:4]([S:11][CH3:12])[N:3]=[C:2]([C:19]2[S:20][C:16]([C:13](=[O:15])[CH3:14])=[CH:17][CH:18]=2)[CH:7]=1)[CH3:10]. (2) Given the reactants [F:1][C:2]1[CH:3]=[C:4]([C:8]2[C@:9]3([CH2:25][CH2:24][C@H:23]4[C@@H:14]([CH2:15][CH2:16][C:17]5[CH:18]=[C:19]([C:26](O)=[O:27])[CH:20]=[CH:21][C:22]=54)[C@@H:11]3[CH2:12][CH:13]=2)[CH3:10])[CH:5]=[N:6][CH:7]=1.[NH:29]1[CH2:40][CH2:39][CH2:38][C@@H:30]1[C:31]([O:33]C(C)(C)C)=[O:32], predict the reaction product. The product is: [F:1][C:2]1[CH:3]=[C:4]([C:8]2[C@:9]3([CH2:25][CH2:24][C@H:23]4[C@@H:14]([CH2:15][CH2:16][C:17]5[CH:18]=[C:19]([C:26]([N:29]6[CH2:40][CH2:39][CH2:38][C@@H:30]6[C:31]([OH:33])=[O:32])=[O:27])[CH:20]=[CH:21][C:22]=54)[C@@H:11]3[CH2:12][CH:13]=2)[CH3:10])[CH:5]=[N:6][CH:7]=1.